Dataset: Forward reaction prediction with 1.9M reactions from USPTO patents (1976-2016). Task: Predict the product of the given reaction. (1) The product is: [CH3:8][N:7]1[CH:2]([CH3:1])[CH2:3][NH:4][CH2:5][C:6]1=[O:9]. Given the reactants [CH3:1][CH:2]1[N:7]([CH3:8])[C:6](=[O:9])[CH2:5][N:4](C(OCC2C=CC=CC=2)=O)[CH2:3]1, predict the reaction product. (2) The product is: [CH3:2][O:3][C:4](=[O:14])[C@@H:5]([N:13]1[CH2:25][C:19]2[C:18](=[CH:23][CH:22]=[CH:21][C:20]=2[F:24])[C:17]1=[O:16])[CH2:6][CH:7]1[CH2:12][CH2:11][CH2:10][CH2:9][CH2:8]1. Given the reactants Cl.[CH3:2][O:3][C:4](=[O:14])[C@@H:5]([NH2:13])[CH2:6][CH:7]1[CH2:12][CH2:11][CH2:10][CH2:9][CH2:8]1.C[O:16][C:17](=O)[C:18]1[CH:23]=[CH:22][CH:21]=[C:20]([F:24])[C:19]=1[CH2:25]Br.C(N(CC)CC)C, predict the reaction product. (3) Given the reactants C([O:8][NH:9][C:10]([CH:12]1[N:21]([S:22]([C:25]2[CH:30]=[CH:29][C:28]([O:31][CH3:32])=[CH:27][CH:26]=2)(=[O:24])=[O:23])[CH2:20][C:15]2=[N:16][CH:17]=[CH:18][N:19]=[C:14]2[CH2:13]1)=[O:11])C1C=CC=CC=1, predict the reaction product. The product is: [OH:8][NH:9][C:10]([CH:12]1[N:21]([S:22]([C:25]2[CH:30]=[CH:29][C:28]([O:31][CH3:32])=[CH:27][CH:26]=2)(=[O:24])=[O:23])[CH2:20][C:15]2=[N:16][CH:17]=[CH:18][N:19]=[C:14]2[CH2:13]1)=[O:11]. (4) The product is: [Br:12][C:10]1[CH:11]=[C:2]2[C:3]([CH:4]=[N:5][N:6]2[CH3:7])=[CH:8][C:9]=1[O:13][C:14]1[CH:19]=[CH:18][C:17]([N+:20]([O-:22])=[O:21])=[CH:16][C:15]=1[F:23]. Given the reactants Br[C:2]1[CH:11]=[C:10]([Br:12])[C:9]([O:13][C:14]2[CH:19]=[CH:18][C:17]([N+:20]([O-:22])=[O:21])=[CH:16][C:15]=2[F:23])=[CH:8][C:3]=1[CH:4]=[N:5][NH:6][CH3:7].C(=O)([O-])[O-].[K+].[K+].CN(C=O)C.CC(OC)(C)C, predict the reaction product. (5) The product is: [CH:1]([O:4][C:5]1[CH:19]=[CH:18][C:8]([C:9]([N:11]2[CH2:16][CH2:15][C:14]3([O:17][CH:32]=[CH:31][C:30](=[O:29])[CH2:36]3)[CH2:13][CH2:12]2)=[O:10])=[CH:7][C:6]=1[O:20][CH3:21])([CH3:3])[CH3:2]. Given the reactants [CH:1]([O:4][C:5]1[CH:19]=[CH:18][C:8]([C:9]([N:11]2[CH2:16][CH2:15][C:14](=[O:17])[CH2:13][CH2:12]2)=[O:10])=[CH:7][C:6]=1[O:20][CH3:21])([CH3:3])[CH3:2].[Si]([O:29][C:30](=[CH2:36])/[CH:31]=[CH:32]/N(C)C)(C(C)(C)C)(C)C.C(Cl)(=O)C, predict the reaction product. (6) Given the reactants C([O:8][C:9]1[CH:14]=[CH:13][C:12]([C:15]([C:17]2[C:25]3[C:20](=[C:21]([C:26]([F:29])([F:28])[F:27])[CH:22]=[CH:23][CH:24]=3)[N:19]([CH:30]3[CH2:34][CH2:33][CH2:32][CH2:31]3)[N:18]=2)=[O:16])=[CH:11][CH:10]=1)C1C=CC=CC=1, predict the reaction product. The product is: [CH:30]1([N:19]2[C:20]3[C:25](=[CH:24][CH:23]=[CH:22][C:21]=3[C:26]([F:28])([F:29])[F:27])[C:17]([C:15]([C:12]3[CH:11]=[CH:10][C:9]([OH:8])=[CH:14][CH:13]=3)=[O:16])=[N:18]2)[CH2:31][CH2:32][CH2:33][CH2:34]1. (7) Given the reactants [NH2:1][C:2]1[S:3][C:4]([Cl:12])=[C:5]([C:7]([NH:9][CH2:10][CH3:11])=[O:8])[N:6]=1.C([O:15][C:16](=O)[CH2:17][C:18](=O)[CH2:19][Cl:20])C, predict the reaction product. The product is: [Cl:12][C:4]1[S:3][C:2]2=[N:1][C:18]([CH2:19][Cl:20])=[CH:17][C:16](=[O:15])[N:6]2[C:5]=1[C:7]([NH:9][CH2:10][CH3:11])=[O:8]. (8) The product is: [Cl:23][C:20]1[CH:21]=[CH:22][C:17]([S:14]([N:13]([CH2:24][C:25]2[CH:34]=[CH:33][C:28]([C:29]([NH:13][C@@H:6]([CH3:7])[CH2:5][OH:4])=[O:30])=[CH:27][CH:26]=2)[C@H:6]([C:7]2[CH:12]=[CH:11][CH:10]=[CH:9][CH:8]=2)[CH2:5][OH:4])(=[O:15])=[O:16])=[CH:18][CH:19]=1. Given the reactants C([O:4][CH2:5][C@H:6]([N:13]([CH2:24][C:25]1[CH:34]=[CH:33][C:28]([C:29](OC)=[O:30])=[CH:27][CH:26]=1)[S:14]([C:17]1[CH:22]=[CH:21][C:20]([Cl:23])=[CH:19][CH:18]=1)(=[O:16])=[O:15])[C:7]1[CH:12]=[CH:11][CH:10]=[CH:9][CH:8]=1)(=O)C, predict the reaction product. (9) Given the reactants [C:1]([N:4]([CH2:44][CH2:45][N:46]1[CH2:51][CH2:50][S:49](=[O:53])(=[O:52])[CH2:48][CH2:47]1)[C@:5]12[CH2:40][CH2:39][C@@H:38]([C:41]([CH3:43])=[CH2:42])[C@@H:6]1[C@@H:7]1[C@@:20]([CH3:23])([CH2:21][CH2:22]2)[C@@:19]2([CH3:24])[C@@H:10]([C@:11]3([CH3:37])[C@@H:16]([CH2:17][CH2:18]2)[C:15]([CH3:26])([CH3:25])[C:14]([C:27]2[CH:36]=[CH:35][C:30]([C:31]([O:33]C)=[O:32])=[CH:29][CH:28]=2)=[CH:13][CH2:12]3)[CH2:9][CH2:8]1)(=[O:3])[CH3:2].[OH-].[Na+], predict the reaction product. The product is: [C:1]([N:4]([CH2:44][CH2:45][N:46]1[CH2:51][CH2:50][S:49](=[O:52])(=[O:53])[CH2:48][CH2:47]1)[C@:5]12[CH2:40][CH2:39][C@@H:38]([C:41]([CH3:43])=[CH2:42])[C@@H:6]1[C@@H:7]1[C@@:20]([CH3:23])([CH2:21][CH2:22]2)[C@@:19]2([CH3:24])[C@@H:10]([C@:11]3([CH3:37])[C@@H:16]([CH2:17][CH2:18]2)[C:15]([CH3:25])([CH3:26])[C:14]([C:27]2[CH:28]=[CH:29][C:30]([C:31]([OH:33])=[O:32])=[CH:35][CH:36]=2)=[CH:13][CH2:12]3)[CH2:9][CH2:8]1)(=[O:3])[CH3:2].